Dataset: Full USPTO retrosynthesis dataset with 1.9M reactions from patents (1976-2016). Task: Predict the reactants needed to synthesize the given product. Given the product [F:9][C:7]1[CH:8]=[C:3]([F:2])[C:4]([O:12][CH3:13])=[C:5]2[C:6]=1[C:15]([CH3:17])([CH3:16])[CH2:14][NH:10]2, predict the reactants needed to synthesize it. The reactants are: Cl.[F:2][C:3]1[C:4]([O:12][CH3:13])=[C:5]([NH:10]N)[CH:6]=[C:7]([F:9])[CH:8]=1.[CH:14](=O)[CH:15]([CH3:17])[CH3:16].OS(O)(=O)=O.[BH4-].[Na+].